This data is from TCR-epitope binding with 47,182 pairs between 192 epitopes and 23,139 TCRs. The task is: Binary Classification. Given a T-cell receptor sequence (or CDR3 region) and an epitope sequence, predict whether binding occurs between them. (1) The epitope is LPAADLDDF. The TCR CDR3 sequence is CASSPSGVSTDTQYF. Result: 0 (the TCR does not bind to the epitope). (2) The epitope is SEPVLKGVKL. The TCR CDR3 sequence is CASKDTDQEKLFF. Result: 1 (the TCR binds to the epitope).